This data is from Peptide-MHC class II binding affinity with 134,281 pairs from IEDB. The task is: Regression. Given a peptide amino acid sequence and an MHC pseudo amino acid sequence, predict their binding affinity value. This is MHC class II binding data. The peptide sequence is IHKASTVLAFPAGVC. The MHC is HLA-DPA10301-DPB10402 with pseudo-sequence HLA-DPA10301-DPB10402. The binding affinity (normalized) is 0.222.